This data is from Reaction yield outcomes from USPTO patents with 853,638 reactions. The task is: Predict the reaction yield, written as a fraction of the theoretical maximum amount of product (1.0 means a 100% yield; for example, 0.34 means a 34% yield). The reactants are FC(F)(F)C1C=C(NC(=O)NC2C=CC(C3SC(CCC(O)=O)=NC=3)=CC=2)C=CC=1.[F:31][C:32]1[CH:37]=[CH:36][C:35]([CH3:38])=[CH:34][C:33]=1[NH:39][C:40](=[O:63])[NH:41][C:42]1[CH:47]=[CH:46][C:45]([C:48]2[S:52][C:51]([CH:53]3[CH2:58][CH2:57][CH:56]([C:59]([O:61]C)=[O:60])[CH2:55][CH2:54]3)=[N:50][CH:49]=2)=[CH:44][CH:43]=1. No catalyst specified. The product is [F:31][C:32]1[CH:37]=[CH:36][C:35]([CH3:38])=[CH:34][C:33]=1[NH:39][C:40](=[O:63])[NH:41][C:42]1[CH:43]=[CH:44][C:45]([C:48]2[S:52][C:51]([CH:53]3[CH2:54][CH2:55][CH:56]([C:59]([OH:61])=[O:60])[CH2:57][CH2:58]3)=[N:50][CH:49]=2)=[CH:46][CH:47]=1. The yield is 0.500.